This data is from Reaction yield outcomes from USPTO patents with 853,638 reactions. The task is: Predict the reaction yield, written as a fraction of the theoretical maximum amount of product (1.0 means a 100% yield; for example, 0.34 means a 34% yield). (1) The reactants are [CH3:1][C:2]([S@:5]([NH2:7])=[O:6])([CH3:4])[CH3:3].[Br:8][C:9]1[CH:16]=[CH:15][C:12]([CH:13]=O)=[CH:11][CH:10]=1.[OH-].[Na+].S([O-])([O-])(=O)=O.[Na+].[Na+]. The catalyst is C1(C)C=CC=CC=1. The product is [Br:8][C:9]1[CH:16]=[CH:15][C:12](/[CH:13]=[N:7]\[S@@:5]([C:2]([CH3:4])([CH3:3])[CH3:1])=[O:6])=[CH:11][CH:10]=1. The yield is 0.880. (2) The reactants are COP([CH2:7][C:8](=[O:22])[CH2:9][CH2:10][CH2:11][CH2:12][C:13]1[N:18]=[C:17]2[NH:19][CH2:20][CH2:21][C:16]2=[CH:15][CH:14]=1)(=O)OC.[CH3:23][C:24]1[N:29]=[CH:28][C:27]([CH:30]=O)=[CH:26][N:25]=1.C([O-])([O-])=O.[K+].[K+]. The catalyst is CN(C=O)C. The product is [NH:19]1[C:17]2=[N:18][C:13]([CH2:12][CH2:11][CH2:10][CH2:9][C:8](=[O:22])[CH:7]=[CH:30][C:27]3[CH:26]=[N:25][C:24]([CH3:23])=[N:29][CH:28]=3)=[CH:14][CH:15]=[C:16]2[CH2:21][CH2:20]1. The yield is 0.830.